This data is from TCR-epitope binding with 47,182 pairs between 192 epitopes and 23,139 TCRs. The task is: Binary Classification. Given a T-cell receptor sequence (or CDR3 region) and an epitope sequence, predict whether binding occurs between them. (1) The epitope is NYSGVVTTVMF. The TCR CDR3 sequence is CASSRWAETQYF. Result: 1 (the TCR binds to the epitope). (2) The epitope is HTTDPSFLGRY. The TCR CDR3 sequence is CASSHLRGGDTGELFF. Result: 0 (the TCR does not bind to the epitope). (3) The epitope is ATDALMTGY. The TCR CDR3 sequence is CASRGGTINTGELFF. Result: 1 (the TCR binds to the epitope). (4) The epitope is GILGFVFTL. The TCR CDR3 sequence is CASSMFDSSYEQYF. Result: 1 (the TCR binds to the epitope). (5) The epitope is LEPLVDLPI. The TCR CDR3 sequence is CASSPTPMMETQYF. Result: 1 (the TCR binds to the epitope). (6) The epitope is CINGVCWTV. The TCR CDR3 sequence is CASGWPGGLNSNQPQHF. Result: 1 (the TCR binds to the epitope). (7) The epitope is LVLSVNPYV. The TCR CDR3 sequence is CSATGGGEQYF. Result: 0 (the TCR does not bind to the epitope).